This data is from NCI-60 drug combinations with 297,098 pairs across 59 cell lines. The task is: Regression. Given two drug SMILES strings and cell line genomic features, predict the synergy score measuring deviation from expected non-interaction effect. (1) Drug 1: C1CCN(CC1)CCOC2=CC=C(C=C2)C(=O)C3=C(SC4=C3C=CC(=C4)O)C5=CC=C(C=C5)O. Drug 2: C1CN(CCN1C(=O)CCBr)C(=O)CCBr. Cell line: COLO 205. Synergy scores: CSS=10.8, Synergy_ZIP=-1.11, Synergy_Bliss=8.50, Synergy_Loewe=-1.97, Synergy_HSA=0.0309. (2) Drug 1: C1CN1P(=S)(N2CC2)N3CC3. Drug 2: COCCOC1=C(C=C2C(=C1)C(=NC=N2)NC3=CC=CC(=C3)C#C)OCCOC.Cl. Cell line: HCT-15. Synergy scores: CSS=13.3, Synergy_ZIP=1.71, Synergy_Bliss=2.42, Synergy_Loewe=-1.81, Synergy_HSA=-0.743. (3) Drug 1: C1=CN(C=N1)CC(O)(P(=O)(O)O)P(=O)(O)O. Drug 2: CC(C)NC(=O)C1=CC=C(C=C1)CNNC.Cl. Cell line: HCT-15. Synergy scores: CSS=-13.9, Synergy_ZIP=-2.19, Synergy_Bliss=-10.0, Synergy_Loewe=-5.47, Synergy_HSA=-9.10. (4) Drug 1: C#CCC(CC1=CN=C2C(=N1)C(=NC(=N2)N)N)C3=CC=C(C=C3)C(=O)NC(CCC(=O)O)C(=O)O. Drug 2: CC1=C(C(=O)C2=C(C1=O)N3CC4C(C3(C2COC(=O)N)OC)N4)N. Cell line: A498. Synergy scores: CSS=16.5, Synergy_ZIP=-10.6, Synergy_Bliss=-3.09, Synergy_Loewe=-6.78, Synergy_HSA=-6.77. (5) Synergy scores: CSS=43.6, Synergy_ZIP=7.33, Synergy_Bliss=2.86, Synergy_Loewe=-34.1, Synergy_HSA=-1.63. Cell line: LOX IMVI. Drug 1: C1=NC2=C(N=C(N=C2N1C3C(C(C(O3)CO)O)O)F)N. Drug 2: CC1CCCC2(C(O2)CC(NC(=O)CC(C(C(=O)C(C1O)C)(C)C)O)C(=CC3=CSC(=N3)C)C)C. (6) Drug 2: C(CN)CNCCSP(=O)(O)O. Cell line: RXF 393. Drug 1: CC=C1C(=O)NC(C(=O)OC2CC(=O)NC(C(=O)NC(CSSCCC=C2)C(=O)N1)C(C)C)C(C)C. Synergy scores: CSS=52.0, Synergy_ZIP=1.41, Synergy_Bliss=1.75, Synergy_Loewe=-56.8, Synergy_HSA=1.03. (7) Drug 2: C1CN(P(=O)(OC1)NCCCl)CCCl. Cell line: SR. Synergy scores: CSS=27.3, Synergy_ZIP=2.24, Synergy_Bliss=4.42, Synergy_Loewe=-14.5, Synergy_HSA=3.48. Drug 1: CN1C(=O)N2C=NC(=C2N=N1)C(=O)N. (8) Drug 1: C1CCN(CC1)CCOC2=CC=C(C=C2)C(=O)C3=C(SC4=C3C=CC(=C4)O)C5=CC=C(C=C5)O. Drug 2: C1=CC=C(C(=C1)C(C2=CC=C(C=C2)Cl)C(Cl)Cl)Cl. Cell line: SN12C. Synergy scores: CSS=7.33, Synergy_ZIP=-2.73, Synergy_Bliss=1.33, Synergy_Loewe=-0.165, Synergy_HSA=-0.0184. (9) Drug 1: C1CCN(CC1)CCOC2=CC=C(C=C2)C(=O)C3=C(SC4=C3C=CC(=C4)O)C5=CC=C(C=C5)O. Drug 2: C1=CC(=CC=C1C#N)C(C2=CC=C(C=C2)C#N)N3C=NC=N3. Cell line: OVCAR-8. Synergy scores: CSS=-5.73, Synergy_ZIP=1.07, Synergy_Bliss=-2.11, Synergy_Loewe=-4.00, Synergy_HSA=-4.42. (10) Drug 1: C1=CN(C(=O)N=C1N)C2C(C(C(O2)CO)O)O.Cl. Drug 2: C1=CC=C(C=C1)NC(=O)CCCCCCC(=O)NO. Cell line: EKVX. Synergy scores: CSS=1.99, Synergy_ZIP=-2.99, Synergy_Bliss=-4.25, Synergy_Loewe=-4.46, Synergy_HSA=-3.23.